From a dataset of Reaction yield outcomes from USPTO patents with 853,638 reactions. Predict the reaction yield, written as a fraction of the theoretical maximum amount of product (1.0 means a 100% yield; for example, 0.34 means a 34% yield). (1) The reactants are [Br:1][C:2]1[CH:3]=[CH:4][C:5]2[S:9](=[O:11])(=[O:10])[NH:8][CH:7]([CH3:12])[C:6]=2[CH:13]=1.CS(O[CH:19]1[CH2:24][CH2:23][N:22]([C:25]([O:27][C:28]([CH3:31])([CH3:30])[CH3:29])=[O:26])[CH2:21][CH2:20]1)(=O)=O.C([O-])([O-])=O.[K+].[K+]. The catalyst is CN(C=O)C. The product is [Br:1][C:2]1[CH:3]=[CH:4][C:5]2[S:9](=[O:10])(=[O:11])[N:8]([CH:19]3[CH2:24][CH2:23][N:22]([C:25]([O:27][C:28]([CH3:31])([CH3:30])[CH3:29])=[O:26])[CH2:21][CH2:20]3)[CH:7]([CH3:12])[C:6]=2[CH:13]=1. The yield is 0.470. (2) The reactants are [F:1][C:2]1[CH:3]=[CH:4][C:5]([N:8]2[C:16]3[CH:15]=[CH:14][N:13]=[CH:12][C:11]=3[N:10]=[CH:9]2)=[N:6][CH:7]=1.[Cl:17][C:18]1[C:26]([C:27]([F:30])([F:29])[F:28])=[CH:25][CH:24]=[CH:23][C:19]=1[C:20](Cl)=[O:21].[CH3:31][Mg+].[Br-]. The catalyst is C1COCC1.CCOCC. The product is [Cl:17][C:18]1[C:26]([C:27]([F:30])([F:29])[F:28])=[CH:25][CH:24]=[CH:23][C:19]=1[C:20]([N:13]1[CH:14]=[CH:15][C:16]2[N:8]([C:5]3[CH:4]=[CH:3][C:2]([F:1])=[CH:7][N:6]=3)[CH:9]=[N:10][C:11]=2[CH:12]1[CH3:31])=[O:21]. The yield is 0.540. (3) The catalyst is CS(C)=O. The reactants are Cl[CH2:2][C:3]1[C:11]([F:12])=[CH:10][C:6]2[O:7][CH2:8][O:9][C:5]=2[CH:4]=1.[C-:13]#[N:14].[Na+].O. The yield is 0.700. The product is [F:12][C:11]1[C:3]([CH2:2][C:13]#[N:14])=[CH:4][C:5]2[O:9][CH2:8][O:7][C:6]=2[CH:10]=1. (4) The reactants are [F:1][C:2]1[CH:10]=[C:9]([C:11]([F:14])([F:13])[F:12])[CH:8]=[CH:7][C:3]=1[C:4]([OH:6])=O.[CH3:15][O:16][C:17]1[CH:22]=[C:21]([NH2:23])[CH:20]=[CH:19][N:18]=1.C(P1(=O)OP(CCC)(=O)OP(CCC)(=O)O1)CC.C1CCCCC1. The catalyst is O.[Cl-].[Na+].O. The product is [F:1][C:2]1[CH:10]=[C:9]([C:11]([F:14])([F:13])[F:12])[CH:8]=[CH:7][C:3]=1[C:4]([NH:23][C:21]1[CH:20]=[CH:19][N:18]=[C:17]([O:16][CH3:15])[CH:22]=1)=[O:6]. The yield is 0.830.